This data is from Catalyst prediction with 721,799 reactions and 888 catalyst types from USPTO. The task is: Predict which catalyst facilitates the given reaction. (1) Reactant: [NH2:1][C:2]1[S:3][CH:4]=[CH:5][C:6]=1[C:7]([C:9]1[CH:18]=[CH:17][C:12]([C:13]([O:15][CH3:16])=[O:14])=[CH:11][CH:10]=1)=[O:8].[I-].[Na+].C(=O)=O.[CH3:24][C:25](C)=[O:26].[NH3:28]. Product: [NH2:28][CH2:24][C:25]([NH:1][C:2]1[S:3][CH:4]=[CH:5][C:6]=1[C:7]([C:9]1[CH:18]=[CH:17][C:12]([C:13]([O:15][CH3:16])=[O:14])=[CH:11][CH:10]=1)=[O:8])=[O:26]. The catalyst class is: 7. (2) Reactant: [CH2:1]([O:8][C:9]([NH:11][C@H:12]([C:18]([OH:20])=O)[CH2:13][CH2:14][C:15]([OH:17])=O)=[O:10])[C:2]1[CH:7]=[CH:6][CH:5]=[CH:4][CH:3]=1.[O:21]([CH2:32][CH2:33][NH2:34])[C@@H:22]1[O:30][C@@H:29]([CH3:31])[C@@H:27]([OH:28])[C@@H:25]([OH:26])[C@@H:23]1[OH:24].[CH2:35](Cl)[CH2:36]Cl. Product: [CH3:33][CH2:32][O:21][C:22]([CH3:23])=[O:30].[C:18]([C:12]#[N:11])([CH3:35])=[O:20].[CH3:1][OH:8].[O:20]=[C:18]([NH:34][CH2:33][CH2:32][O:21][C@@H:22]1[O:30][C@@H:35]([CH3:36])[C@@H:27]([OH:28])[C@@H:25]([OH:26])[C@@H:23]1[OH:24])[C@@H:12]([NH:11][C:9](=[O:10])[O:8][CH2:1][C:2]1[CH:3]=[CH:4][CH:5]=[CH:6][CH:7]=1)[CH2:13][CH2:14][C:15](=[O:17])[NH:34][CH2:33][CH2:32][O:21][C@@H:22]1[O:30][C@@H:29]([CH3:31])[C@@H:27]([OH:28])[C@@H:25]([OH:26])[C@@H:23]1[OH:24]. The catalyst class is: 239. (3) Product: [Br:1][C:2]1[CH:3]=[CH:4][C:5]([CH2:6][O:7][CH:8]([CH2:13][CH:14]([CH3:15])[CH3:16])[C:9]([OH:11])=[O:10])=[CH:17][CH:18]=1. The catalyst class is: 223. Reactant: [Br:1][C:2]1[CH:18]=[CH:17][C:5]([CH2:6][O:7][CH:8]([CH2:13][CH:14]([CH3:16])[CH3:15])[C:9]([O:11]C)=[O:10])=[CH:4][CH:3]=1.CO.O1CCCC1.[Li]. (4) Reactant: [Li+].[OH-].C([O:5][C:6]([C:8]1[NH:9][CH:10]=[C:11]([C:13]2[CH:18]=[CH:17][CH:16]=[CH:15][CH:14]=2)[CH:12]=1)=[O:7])C.O.Cl. Product: [C:13]1([C:11]2[CH:12]=[C:8]([C:6]([OH:7])=[O:5])[NH:9][CH:10]=2)[CH:14]=[CH:15][CH:16]=[CH:17][CH:18]=1. The catalyst class is: 87. (5) Reactant: [Br:1][C:2]1[CH:3]=[C:4]2[C:9](=[CH:10][CH:11]=1)[NH:8][C:7](=[O:12])[CH2:6][CH2:5]2.C1C(=O)N(Br)C(=O)C1.C(OOC(=O)C1C=CC=CC=1)(=O)C1C=CC=CC=1. Product: [Br:1][C:2]1[CH:3]=[C:4]2[C:9](=[CH:10][CH:11]=1)[NH:8][C:7](=[O:12])[CH:6]=[CH:5]2. The catalyst class is: 22.